This data is from Full USPTO retrosynthesis dataset with 1.9M reactions from patents (1976-2016). The task is: Predict the reactants needed to synthesize the given product. (1) Given the product [Br:1][C:2]1[CH:3]=[CH:4][C:5]2[O:6][CH2:7][C:8](=[O:12])[N:9]([CH2:20][CH2:21][N:22]3[CH2:27][CH2:26][CH:25]([NH:28][C:29](=[O:30])[O:31][C:32]([CH3:35])([CH3:34])[CH3:33])[CH2:24][CH2:23]3)[C:10]=2[N:11]=1, predict the reactants needed to synthesize it. The reactants are: [Br:1][C:2]1[CH:3]=[CH:4][C:5]2[O:6][CH2:7][C:8](=[O:12])[NH:9][C:10]=2[N:11]=1.[H-].[Na+].CS(O[CH2:20][CH2:21][N:22]1[CH2:27][CH2:26][CH:25]([NH:28][C:29]([O:31][C:32]([CH3:35])([CH3:34])[CH3:33])=[O:30])[CH2:24][CH2:23]1)(=O)=O.COC1C=C2C(C=CC(=O)N2CCN2CCC(NC(=O)OC(C)(C)C)CC2)=CC=1. (2) The reactants are: [CH2:1]([N:8]([CH2:14][C:15]1([OH:28])[CH2:20][CH2:19][N:18]([C:21]([O:23][C:24]([CH3:27])([CH3:26])[CH3:25])=[O:22])[CH2:17][CH2:16]1)[C:9]([CH3:13])([CH3:12])[CH2:10]O)[C:2]1[CH:7]=[CH:6][CH:5]=[CH:4][CH:3]=1.C(N(CC)C(C)C)(C)C.CS(OS(C)(=O)=O)(=O)=O. Given the product [CH2:1]([N:8]1[C:9]([CH3:13])([CH3:10])[CH2:12][O:28][C:15]2([CH2:16][CH2:17][N:18]([C:21]([O:23][C:24]([CH3:25])([CH3:26])[CH3:27])=[O:22])[CH2:19][CH2:20]2)[CH2:14]1)[C:2]1[CH:7]=[CH:6][CH:5]=[CH:4][CH:3]=1, predict the reactants needed to synthesize it. (3) Given the product [CH3:1][C:2]1[CH:7]=[C:6]([CH3:8])[CH:5]=[CH:4][C:3]=1[O:9][C:18]1[C:27]2[C:26](=[O:28])[N:25]([CH2:29][C:30]3[CH:31]=[CH:32][C:33]([O:36][CH3:37])=[CH:34][CH:35]=3)[C:24](=[O:38])[N:23]([C:39]3[CH:44]=[CH:43][C:42]([I:45])=[CH:41][C:40]=3[F:46])[C:22]=2[N:21]([CH3:47])[C:20](=[O:48])[CH:19]=1, predict the reactants needed to synthesize it. The reactants are: [CH3:1][C:2]1[CH:7]=[C:6]([CH3:8])[CH:5]=[CH:4][C:3]=1[OH:9].[H-].[Na+].FC(F)(F)S(O[C:18]1[C:27]2[C:26](=[O:28])[N:25]([CH2:29][C:30]3[CH:35]=[CH:34][C:33]([O:36][CH3:37])=[CH:32][CH:31]=3)[C:24](=[O:38])[N:23]([C:39]3[CH:44]=[CH:43][C:42]([I:45])=[CH:41][C:40]=3[F:46])[C:22]=2[N:21]([CH3:47])[C:20](=[O:48])[CH:19]=1)(=O)=O. (4) The reactants are: F[C:2]1[C:7]([F:8])=[CH:6][C:5]([F:9])=[CH:4][N:3]=1.O.[NH2:11][NH2:12]. Given the product [NH:11]([C:2]1[C:7]([F:8])=[CH:6][C:5]([F:9])=[CH:4][N:3]=1)[NH2:12], predict the reactants needed to synthesize it. (5) Given the product [Br:12][CH:9]([CH3:10])[C:8]([C:3]1[CH:4]=[CH:5][CH:6]=[CH:7][C:2]=1[F:1])=[O:11], predict the reactants needed to synthesize it. The reactants are: [F:1][C:2]1[CH:7]=[CH:6][CH:5]=[CH:4][C:3]=1[C:8](=[O:11])[CH2:9][CH3:10].[Br:12]Br. (6) Given the product [CH3:1][O:2][C:3]1[CH:4]=[C:5]2[C:10](=[CH:11][C:12]=1[O:13][CH3:14])[N:9]=[CH:8][CH:7]=[C:6]2[O:15][C:16]1[CH:22]=[CH:21][C:19]([NH:20][C:38](=[O:40])[O:56][CH:54]([C:53]2[CH:57]=[CH:58][CH:59]=[C:51]([C:50]([F:60])([F:61])[F:49])[CH:52]=2)[CH3:55])=[CH:18][CH:17]=1, predict the reactants needed to synthesize it. The reactants are: [CH3:1][O:2][C:3]1[CH:4]=[C:5]2[C:10](=[CH:11][C:12]=1[O:13][CH3:14])[N:9]=[CH:8][CH:7]=[C:6]2[O:15][C:16]1[CH:22]=[CH:21][C:19]([NH2:20])=[CH:18][CH:17]=1.C1(C)C=CC=CC=1.C(N(CC)CC)C.Cl[C:38](Cl)([O:40]C(=O)OC(Cl)(Cl)Cl)Cl.[F:49][C:50]([F:61])([F:60])[C:51]1[CH:52]=[C:53]([CH:57]=[CH:58][CH:59]=1)[CH:54]([OH:56])[CH3:55]. (7) The reactants are: [CH3:1][O:2][C:3]1[CH:4]=[C:5]([OH:9])[CH:6]=[CH:7][CH:8]=1.Cl[C:11]1[C:20]2[C:15](=[CH:16][C:17]([O:21][CH3:22])=[CH:18][CH:19]=2)[CH:14]=[C:13]([NH:23][C:24]2[CH:28]=[C:27]([CH3:29])[NH:26][N:25]=2)[N:12]=1. Given the product [CH3:1][O:2][C:3]1[CH:4]=[C:5]([CH:6]=[CH:7][CH:8]=1)[O:9][C:11]1[C:20]2[C:15](=[CH:16][C:17]([O:21][CH3:22])=[CH:18][CH:19]=2)[CH:14]=[C:13]([NH:23][C:24]2[CH:28]=[C:27]([CH3:29])[NH:26][N:25]=2)[N:12]=1, predict the reactants needed to synthesize it.